From a dataset of Aqueous solubility values for 9,982 compounds from the AqSolDB database. Regression/Classification. Given a drug SMILES string, predict its absorption, distribution, metabolism, or excretion properties. Task type varies by dataset: regression for continuous measurements (e.g., permeability, clearance, half-life) or binary classification for categorical outcomes (e.g., BBB penetration, CYP inhibition). For this dataset (solubility_aqsoldb), we predict Y. (1) The drug is Clc1cc(Cl)cc(Oc2ccc(Cl)c(Cl)c2)c1. The Y is -7.32 log mol/L. (2) The molecule is COc1ccccc1O. The Y is -0.822 log mol/L.